This data is from Forward reaction prediction with 1.9M reactions from USPTO patents (1976-2016). The task is: Predict the product of the given reaction. (1) Given the reactants [CH3:1][S:2]([C:5]1[CH:6]=[CH:7][C:8]([O:18]CC2C=CC(OC)=CC=2)=[C:9]([C:11](=O)[CH2:12][CH2:13][C:14](=O)[CH3:15])[CH:10]=1)(=[O:4])=[O:3].[CH2:28]([O:30][C:31](=[O:39])[C:32]1[CH:37]=[CH:36][CH:35]=[C:34]([NH2:38])[CH:33]=1)[CH3:29].C1(C)C=CC(S(O)(=O)=O)=CC=1, predict the reaction product. The product is: [CH2:28]([O:30][C:31](=[O:39])[C:32]1[CH:37]=[CH:36][CH:35]=[C:34]([N:38]2[C:14]([CH3:15])=[CH:13][CH:12]=[C:11]2[C:9]2[CH:10]=[C:5]([S:2]([CH3:1])(=[O:3])=[O:4])[CH:6]=[CH:7][C:8]=2[OH:18])[CH:33]=1)[CH3:29]. (2) Given the reactants [CH3:1][NH:2][C:3]1[C:4]([C:15]([O:17]C)=O)=[N:5][C:6]([C:9]2[CH:14]=[CH:13][CH:12]=[CH:11][CH:10]=2)=[CH:7][N:8]=1.[NH3:19], predict the reaction product. The product is: [CH3:1][NH:2][C:3]1[C:4]([C:15]([NH2:19])=[O:17])=[N:5][C:6]([C:9]2[CH:10]=[CH:11][CH:12]=[CH:13][CH:14]=2)=[CH:7][N:8]=1.